This data is from Full USPTO retrosynthesis dataset with 1.9M reactions from patents (1976-2016). The task is: Predict the reactants needed to synthesize the given product. (1) Given the product [NH2:79][C@H:49]([C:50]1[C:55]([C:56]2[CH:57]=[CH:58][C:59]([O:71][CH3:72])=[C:60]3[C:64]=2[N:63]([CH3:65])[N:62]=[C:61]3[NH:66][S:67]([CH3:70])(=[O:69])=[O:68])=[CH:54][CH:53]=[C:52]([C:73]#[C:74][C:75]([OH:78])([CH3:76])[CH3:77])[N:51]=1)[CH2:48][C:43]1[CH:44]=[C:45]([F:47])[CH:46]=[C:41]([F:40])[CH:42]=1, predict the reactants needed to synthesize it. The reactants are: N[C@H](C1C(C2C=CC(Cl)=C3C=2N(C)N=C3NS(C)(=O)=O)=CC=C(C#CC(O)(C)C)N=1)CC1C=C(F)C=C(F)C=1.[F:40][C:41]1[CH:42]=[C:43]([CH2:48][C@H:49]([NH:79]C(=O)OC(C)(C)C)[C:50]2[C:55]([C:56]3[CH:57]=[CH:58][C:59]([O:71][CH3:72])=[C:60]4[C:64]=3[N:63]([CH3:65])[N:62]=[C:61]4[NH:66][S:67]([CH3:70])(=[O:69])=[O:68])=[CH:54][CH:53]=[C:52]([C:73]#[C:74][C:75]([OH:78])([CH3:77])[CH3:76])[N:51]=2)[CH:44]=[C:45]([F:47])[CH:46]=1. (2) Given the product [C:25]12([O:35][C:36]([N:10]3[C:9](=[O:24])[C:8]([C:5]4[CH:6]=[CH:7][C:2]([F:1])=[CH:3][CH:4]=4)=[C:13]([C:14]4[CH:19]=[CH:18][C:17]([S:20]([CH3:23])(=[O:22])=[O:21])=[CH:16][CH:15]=4)[CH:12]=[N:11]3)=[O:37])[CH2:34][CH:29]3[CH2:30][CH:31]([CH2:33][CH:27]([CH2:28]3)[CH2:26]1)[CH2:32]2, predict the reactants needed to synthesize it. The reactants are: [F:1][C:2]1[CH:7]=[CH:6][C:5]([C:8]2[C:9](=[O:24])[NH:10][N:11]=[CH:12][C:13]=2[C:14]2[CH:19]=[CH:18][C:17]([S:20]([CH3:23])(=[O:22])=[O:21])=[CH:16][CH:15]=2)=[CH:4][CH:3]=1.[C:25]12([O:35][C:36](F)=[O:37])[CH2:34][CH:29]3[CH2:30][CH:31]([CH2:33][CH:27]([CH2:28]3)[CH2:26]1)[CH2:32]2.CN(C1C=CC=CN=1)C.C(N(CC)CC)C.